From a dataset of Experimentally validated miRNA-target interactions with 360,000+ pairs, plus equal number of negative samples. Binary Classification. Given a miRNA mature sequence and a target amino acid sequence, predict their likelihood of interaction. (1) The miRNA is hsa-miR-6870-3p with sequence GCUCAUCCCCAUCUCCUUUCAG. The protein sequence of the target gene is MGPLALPAWLQPRYRKNAYLFIYYLIQFCGHSWIFTNMTVRFFSFGKDSMVDTFYAIGLVMRLCQSVSLLELLHIYVGIESNHLLPRFLQLTERIIILFVVITSQEEVQEKYVVCVLFVFWNLLDMVRYTYSMLSVIGISYAVLTWLSQTLWMPIYPLCVLAEAFAIYQSLPYFESFGTYSTKLPFDLSIYFPYVLKIYLMMLFIGMYFTYSHLYSERRDILGIFPIKKKKM. Result: 1 (interaction). (2) The miRNA is hsa-miR-5590-3p with sequence AAUAAAGUUCAUGUAUGGCAA. The protein sequence of the target gene is MSRYGRYGGETKVYVGNLGTGAGKGELERAFSYYGPLRTVWIARNPPGFAFVEFEDPRDAEDAVRGLDGKVICGSRVRVELSTGMPRRSRFDRPPARRPFDPNDRCYECGEKGHYAYDCHRYSRRRRSRSRSRSHSRSRGRRYSRSRSRSRGRRSRSASPRRSRSISLRRSRSASLRRSRSGSIKGSRYFQSPSRSRSRSRSISRPRSSRSKSRSPSPKRSRSPSGSPRRSASPERMD. Result: 1 (interaction). (3) The miRNA is hsa-miR-4285 with sequence GCGGCGAGUCCGACUCAU. The protein sequence of the target gene is MTVEFEECVKDSPRFRATIDEVETDVVEIEAKLDKLVKLCSGMVEAGKAYVSTSRLFVSGVRDLSQQCQGDTVISECLQRFADSLQEVVNYHMILFDQAQRSVRQQLQSFVKEDVRKFKETKKQFDKVREDLELSLVRNAQAPRHRPHEVEEATGALTLTRKCFRHLALDYVLQINVLQAKKKFEILDSMLSFMHAQSSFFQQGYSLLHQLDPYMKKLAAELDQLVIDSAVEKREMERKHAAIQQRTLLQDFSYDESKVEFDVDAPSGVVMEGYLFKRASNAFKTWNRRWFSIQNSQLVY.... Result: 0 (no interaction). (4) The miRNA is hsa-miR-4787-3p with sequence GAUGCGCCGCCCACUGCCCCGCGC. The protein sequence of the target gene is MLQQPGPRPGRQQPSGDRDACRLHPQGRPPALPTMIPAASSTPPGDALFPSVAPQDFWRSQVTGYSGSVTRHLSHRANNFKRHPKRRKCIRPSPPPPPNTPCPLELVDFGDLHPQRSFRELLFNGCILFGIEFSYAMETAYVTPVLLQMGLPDQLYSLVWFISPILGFLLQPLLGAWSDRCTSRFGRRRPFILVLAIGALLGLSLLLNGRDIGIALADVTGNHKWGLLLTVCGVVLMDFSADSADNPSHAYMMDVCSPADQDRGLNIHALLAGLGGGFGYVVGGIHWDKTGFGRALGGQL.... Result: 0 (no interaction). (5) The miRNA is hsa-miR-4768-3p with sequence CCAGGAGAUCCAGAGAGAAU. The protein sequence of the target gene is MEIGSAGPAGAQPLLMVPRRPGYGTMGKPIKLLANCFQVEIPKIDVYLYEVDIKPDKCPRRVNREVVDSMVQHFKVTIFGDRRPVYDGKRSLYTANPLPVATTGVDLDVTLPGEGGKDRPFKVSIKFVSRVSWHLLHEVLTGRTLPEPLELDKPISTNPVHAVDVVLRHLPSMKYTPVGRSFFSAPEGYDHPLGGGREVWFGFHQSVRPAMWKMMLNIDVSATAFYKAQPVIQFMCEVLDIHNIDEQPRPLTDSHRVKFTKEIKGLKVEVTHCGTMRRKYRVCNVTRRPASHQTFPLQLE.... Result: 1 (interaction). (6) The miRNA is hsa-miR-637 with sequence ACUGGGGGCUUUCGGGCUCUGCGU. The protein sequence of the target gene is MAAKLLLLLCLFSGLHARSRRVEEDENEDSPSNQKWVLAPKSQDTDVTLILNKLLREYDKKLRPDIGIKPTVIDVDIYVNSIGPVSSINMEYQIDIFFAQTWTDSRLRFNSTMKILTLNSNMVGLIWIPDTIFRNSKTAEAHWITTPNQLLRIWNDGKILYTLRLTINAECQLQLHNFPMDAHACPLTFSSYGYPKEEMIYRWRKNSVEAADQKSWRLYQFDFMGLRNTTEIVTTSAGDYVVMTIYFELSRRMGYFTIQTYIPCILTVVLSWVSFWIKKDATPARTTLGITTVLTMTTLS.... Result: 0 (no interaction). (7) The miRNA is hsa-miR-4673 with sequence UCCAGGCAGGAGCCGGACUGGA. The protein sequence of the target gene is MASEDIAKLAETLAKTQVAGGQLSFKGKSLKLNTAEDAKDVIKEIEDFDSLEALRLEGNTVGVEAARVIAKALEKKSELKRCHWSDMFTGRLRTEIPPALISLGEGLITAGAQLVELDLSDNAFGPDGVQGFEALLKSSACFTLQELKLNNCGMGIGGGKILAAALTECHRKSSAQGKPLALKVFVAGRNRLENDGATALAEAFRVIGTLEEVHMPQNGINHPGITALAQAFAVNPLLRVINLNDNTFTEKGAVAMAETLKTLRQVEVINFGDCLVRSKGAVAIADAIRGGLPKLKELNL.... Result: 1 (interaction). (8) The miRNA is hsa-miR-4680-5p with sequence AGAACUCUUGCAGUCUUAGAUGU. The protein sequence of the target gene is MATGGYRTSSGLGGSTTDFLEEWKAKREKMRAKQNPPGPAPPGGGSSDAAGKPPAGALGTPAAAAANELNNNLPGGAPAAPAVPGPGGVNCAVGSAMLTRAAPGPRRSEDEPPAASASAAPPPQRDEEEPDGVPEKGKSSGPSARKGKGQIEKRKLREKRRSTGVVNIPAAECLDEYEDDEAGQKERKREDAITQQNTIQNEAVNLLDPGSSYLLQEPPRTVSGRYKSTTSVSEEDVSSRYSRTDRSGFPRYNRDANVSGTLVSSSTLEKKIEDLEKEVVRERQENLRLVRLMQDKEEMI.... Result: 1 (interaction). (9) The miRNA is hsa-miR-32-3p with sequence CAAUUUAGUGUGUGUGAUAUUU. The protein sequence of the target gene is MVLLAQGACCSNQWLAAVLLSLCSCLPAGQSVDFPWAAVDNMLVRKGDTAVLRCYLEDGASKGAWLNRSSIIFAGGDKWSVDPRVSISTLNKRDYSLQIQNVDVTDDGPYTCSVQTQHTPRTMQVHLTVQVPPKIYDISNDMTINEGTNVTLTCLATGKPEPVISWRHISPSAKPFENGQYLDIYGITRDQAGEYECSAENDVSFPDVKKVRVIVNFAPTIQEIKSGTVTPGRSGLIRCEGAGVPPPAFEWYKGEKRLFNGQQGIIIQNFSTRSILTVTNVTQEHFGNYTCVAANKLGTT.... Result: 0 (no interaction). (10) The miRNA is hsa-miR-6811-5p with sequence AUGCAGGCCUGUGUACAGCACU. The protein sequence of the target gene is MSGSQNNDKRQFLLERLLDAVKQCQIRFGGRKEIASDSDSRVTCLCAQFEAVLQHGLKRSRGLALTAAAIKQAAGFASKTETEPVFWYYVKEVLNKHELQRFYSLRHIASDVGRGRAWLRCALNEHSLERYLHMLLADRCRLSTFYEDWSFVMDEERSSMLPTMAAGLNSILFAINIDNKDLNGQSKFAPTVSDLLKESTQNVTSLLKESTQGVSSLFREITASSAVSILIKPEQETDPLPVVSRNVSADAKCKKERKKKKKVTNIISFDDEEDEQNSGDVFKKTPGAGESSEDNSDRSS.... Result: 1 (interaction).